Task: Predict which catalyst facilitates the given reaction.. Dataset: Catalyst prediction with 721,799 reactions and 888 catalyst types from USPTO (1) Reactant: [CH3:1][C:2]1[O:8][CH:7]=[C:6]([OH:9])[C:4](=[O:5])[CH:3]=1.O.[CH:11](=[O:14])[CH2:12][CH3:13]. Product: [OH:14][CH:11]([C:7]1[O:8][C:2]([CH3:1])=[CH:3][C:4](=[O:5])[C:6]=1[OH:9])[CH2:12][CH3:13]. The catalyst class is: 5. (2) Reactant: Br[CH2:2][CH2:3][CH2:4][CH2:5][CH:6]=[CH2:7].[F:8][C:9]([F:21])([F:20])[CH2:10][CH2:11][S:12]([CH2:15][C:16]([O:18][CH3:19])=[O:17])(=[O:14])=[O:13].[H-].[Na+].Cl. Product: [F:21][C:9]([F:8])([F:20])[CH2:10][CH2:11][S:12]([CH:15]([CH2:7][CH2:6][CH2:5][CH2:4][CH:3]=[CH2:2])[C:16]([O:18][CH3:19])=[O:17])(=[O:13])=[O:14]. The catalyst class is: 16.